This data is from NCI-60 drug combinations with 297,098 pairs across 59 cell lines. The task is: Regression. Given two drug SMILES strings and cell line genomic features, predict the synergy score measuring deviation from expected non-interaction effect. (1) Drug 1: C1CCC(C1)C(CC#N)N2C=C(C=N2)C3=C4C=CNC4=NC=N3. Drug 2: CN(C(=O)NC(C=O)C(C(C(CO)O)O)O)N=O. Cell line: 786-0. Synergy scores: CSS=0.424, Synergy_ZIP=-0.572, Synergy_Bliss=-3.64, Synergy_Loewe=-5.24, Synergy_HSA=-3.46. (2) Drug 1: CC1=C(C=C(C=C1)C(=O)NC2=CC(=CC(=C2)C(F)(F)F)N3C=C(N=C3)C)NC4=NC=CC(=N4)C5=CN=CC=C5. Drug 2: C1=NC2=C(N=C(N=C2N1C3C(C(C(O3)CO)O)F)Cl)N. Cell line: SF-539. Synergy scores: CSS=1.56, Synergy_ZIP=3.04, Synergy_Bliss=1.72, Synergy_Loewe=-0.713, Synergy_HSA=0.0100. (3) Synergy scores: CSS=-3.19, Synergy_ZIP=4.71, Synergy_Bliss=6.08, Synergy_Loewe=-3.46, Synergy_HSA=-2.06. Drug 2: CS(=O)(=O)CCNCC1=CC=C(O1)C2=CC3=C(C=C2)N=CN=C3NC4=CC(=C(C=C4)OCC5=CC(=CC=C5)F)Cl. Drug 1: CN(C)C1=NC(=NC(=N1)N(C)C)N(C)C. Cell line: SK-MEL-5. (4) Drug 1: C1C(C(OC1N2C=NC3=C(N=C(N=C32)Cl)N)CO)O. Drug 2: C1CC(C1)(C(=O)O)C(=O)O.[NH2-].[NH2-].[Pt+2]. Cell line: PC-3. Synergy scores: CSS=21.0, Synergy_ZIP=-6.49, Synergy_Bliss=-1.10, Synergy_Loewe=-0.0976, Synergy_HSA=1.61. (5) Drug 2: CC12CCC3C(C1CCC2O)C(CC4=C3C=CC(=C4)O)CCCCCCCCCS(=O)CCCC(C(F)(F)F)(F)F. Synergy scores: CSS=17.7, Synergy_ZIP=-3.74, Synergy_Bliss=2.98, Synergy_Loewe=-1.33, Synergy_HSA=-0.00222. Cell line: SNB-19. Drug 1: CC1C(C(CC(O1)OC2CC(CC3=C2C(=C4C(=C3O)C(=O)C5=C(C4=O)C(=CC=C5)OC)O)(C(=O)CO)O)N)O.Cl. (6) Drug 1: C1=C(C(=O)NC(=O)N1)N(CCCl)CCCl. Drug 2: C1=CN(C=N1)CC(O)(P(=O)(O)O)P(=O)(O)O. Cell line: HT29. Synergy scores: CSS=-0.0805, Synergy_ZIP=-7.65, Synergy_Bliss=-16.4, Synergy_Loewe=-22.8, Synergy_HSA=-18.0. (7) Drug 1: CC1C(C(CC(O1)OC2CC(CC3=C2C(=C4C(=C3O)C(=O)C5=C(C4=O)C(=CC=C5)OC)O)(C(=O)C)O)N)O.Cl. Drug 2: CCC1(CC2CC(C3=C(CCN(C2)C1)C4=CC=CC=C4N3)(C5=C(C=C6C(=C5)C78CCN9C7C(C=CC9)(C(C(C8N6C=O)(C(=O)OC)O)OC(=O)C)CC)OC)C(=O)OC)O.OS(=O)(=O)O. Cell line: HCC-2998. Synergy scores: CSS=41.3, Synergy_ZIP=-9.08, Synergy_Bliss=-2.05, Synergy_Loewe=-20.3, Synergy_HSA=-2.63.